From a dataset of Catalyst prediction with 721,799 reactions and 888 catalyst types from USPTO. Predict which catalyst facilitates the given reaction. Reactant: [NH2:1][C:2]1[CH:3]=[C:4]([CH:10]=[CH:11][CH:12]=1)[C:5]([O:7]CC)=[O:6].[F:13][C:14]1[CH:33]=[CH:32][C:17]([O:18][C:19]2[C:20]([C:29](O)=[O:30])=[N:21][C:22]3[C:27]([N:28]=2)=[CH:26][CH:25]=[CH:24][CH:23]=3)=[C:16]([O:34][CH3:35])[CH:15]=1.CN(C(ON1N=NC2C=CC=NC1=2)=[N+](C)C)C.F[P-](F)(F)(F)(F)F.CCN(CC)CC.[OH-].[Li+]. Product: [F:13][C:14]1[CH:33]=[CH:32][C:17]([O:18][C:19]2[C:20]([C:29]([NH:1][C:2]3[CH:3]=[C:4]([CH:10]=[CH:11][CH:12]=3)[C:5]([OH:7])=[O:6])=[O:30])=[N:21][C:22]3[C:27]([N:28]=2)=[CH:26][CH:25]=[CH:24][CH:23]=3)=[C:16]([O:34][CH3:35])[CH:15]=1. The catalyst class is: 3.